Dataset: Catalyst prediction with 721,799 reactions and 888 catalyst types from USPTO. Task: Predict which catalyst facilitates the given reaction. (1) Reactant: [CH3:1][N:2]1[C:6]2[CH:7]=[CH:8][C:9]([C:11]([NH:13][CH2:14][C:15](O)=[O:16])=[O:12])=[CH:10][C:5]=2[N:4]=[C:3]1[NH:18][C:19]1[S:20][C:21]2[CH:27]=[C:26]([O:28][C:29]([F:32])([F:31])[F:30])[CH:25]=[CH:24][C:22]=2[N:23]=1.[CH3:33][N:34]([CH3:40])[C@@H:35]1[CH2:39][CH2:38][NH:37][CH2:36]1.CN(C(ON1N=NC2C=CC=CC1=2)=[N+](C)C)C.F[P-](F)(F)(F)(F)F.CCN(C(C)C)C(C)C. Product: [CH3:33][N:34]([CH3:40])[C@@H:35]1[CH2:39][CH2:38][N:37]([C:15](=[O:16])[CH2:14][NH:13][C:11]([C:9]2[CH:8]=[CH:7][C:6]3[N:2]([CH3:1])[C:3]([NH:18][C:19]4[S:20][C:21]5[CH:27]=[C:26]([O:28][C:29]([F:32])([F:30])[F:31])[CH:25]=[CH:24][C:22]=5[N:23]=4)=[N:4][C:5]=3[CH:10]=2)=[O:12])[CH2:36]1. The catalyst class is: 3. (2) Reactant: Br[C:2]1[CH:3]=[N:4][CH:5]=[C:6]([Br:8])[CH:7]=1.[O:9]1[CH2:12][C:11](=[O:13])[CH2:10]1. Product: [Br:8][C:6]1[CH:7]=[C:2]([C:11]2([OH:13])[CH2:12][O:9][CH2:10]2)[CH:3]=[N:4][CH:5]=1. The catalyst class is: 1. (3) Reactant: [OH:1][C:2]1[CH:7]=[CH:6][C:5]([CH2:8][C:9](=[O:11])[CH3:10])=[CH:4][CH:3]=1.[Br:12][CH2:13][CH2:14][CH2:15]Br.C(=O)([O-])[O-].[K+].[K+]. Product: [Br:12][CH2:13][CH2:14][CH2:15][O:1][C:2]1[CH:3]=[CH:4][C:5]([CH2:8][C:9](=[O:11])[CH3:10])=[CH:6][CH:7]=1. The catalyst class is: 131. (4) Reactant: [NH2:1][C:2]1[C:11]([Cl:12])=[CH:10][C:5]([C:6]([O:8]C)=[O:7])=[C:4]([O:13][CH3:14])[C:3]=1[O:15][CH3:16].[OH-].[K+].Cl. Product: [NH2:1][C:2]1[C:11]([Cl:12])=[CH:10][C:5]([C:6]([OH:8])=[O:7])=[C:4]([O:13][CH3:14])[C:3]=1[O:15][CH3:16]. The catalyst class is: 6.